Dataset: hERG Central: cardiac toxicity at 1µM, 10µM, and general inhibition. Task: Predict hERG channel inhibition at various concentrations. (1) The drug is CCN(CC1CCCN(CCc2cccc(OC)c2)C1)C(=O)c1ccc(COC)o1. Results: hERG_inhib (hERG inhibition (general)): blocker. (2) The drug is Cn1c(CN2CCN(C(=O)c3ccccc3)CC2)nc2cc([N+](=O)[O-])ccc21. Results: hERG_inhib (hERG inhibition (general)): blocker. (3) The drug is CN(C)CCCSc1nc(-c2ccccc2)nc2c1CCC2. Results: hERG_inhib (hERG inhibition (general)): blocker. (4) The molecule is Cl.OC(COc1ccc(Cl)cc1)CN1CCCCC1. Results: hERG_inhib (hERG inhibition (general)): blocker. (5) The compound is Cc1ccc(-c2noc(-c3ccccc3C(=O)N3CCN(C)CC3)n2)cc1. Results: hERG_inhib (hERG inhibition (general)): blocker. (6) The drug is COc1cc2c(c(OC)c1OC)-c1c(cc(OC)c(OC)c1OC)C[C@](C)(O)[C@@H](C)C2. Results: hERG_inhib (hERG inhibition (general)): blocker.